Dataset: Reaction yield outcomes from USPTO patents with 853,638 reactions. Task: Predict the reaction yield, written as a fraction of the theoretical maximum amount of product (1.0 means a 100% yield; for example, 0.34 means a 34% yield). (1) The reactants are [O:1]1[C:5]2[CH:6]=[CH:7][C:8]([C:10]3([C:14]#N)[CH2:13][CH2:12][CH2:11]3)=[CH:9][C:4]=2[O:3][CH2:2]1.[OH-:16].[K+].[OH2:18].Cl. The catalyst is C(O)CO. The product is [O:1]1[C:5]2[CH:6]=[CH:7][C:8]([C:10]3([C:14]([OH:18])=[O:16])[CH2:13][CH2:12][CH2:11]3)=[CH:9][C:4]=2[O:3][CH2:2]1. The yield is 0.650. (2) The reactants are [CH3:1][O:2][C:3]1[C:4](=[O:25])[C:5]([C:21]([O:23]C)=[O:22])=[N:6][N:7]([C:9]2[C:19]([F:20])=[CH:18][C:12]3[O:13][C:14]([F:17])([F:16])[O:15][C:11]=3[CH:10]=2)[CH:8]=1.[OH-].[Na+].Cl. The catalyst is CO. The product is [CH3:1][O:2][C:3]1[C:4](=[O:25])[C:5]([C:21]([OH:23])=[O:22])=[N:6][N:7]([C:9]2[C:19]([F:20])=[CH:18][C:12]3[O:13][C:14]([F:16])([F:17])[O:15][C:11]=3[CH:10]=2)[CH:8]=1. The yield is 0.800. (3) The yield is 0.990. The catalyst is C(O)C.[Pd]. The product is [NH2:1][C:4]1[C:9]([OH:10])=[CH:8][CH:7]=[CH:6][C:5]=1[OH:11]. The reactants are [N+:1]([C:4]1[C:9]([OH:10])=[CH:8][CH:7]=[CH:6][C:5]=1[OH:11])([O-])=O. (4) The reactants are [CH3:1][C:2]([O:5][C:6]([NH:8][CH:9]([C:15]([OH:17])=[O:16])[CH2:10][CH2:11][CH2:12][CH2:13][NH2:14])=[O:7])([CH3:4])[CH3:3].[CH3:18][C:19]([O:22][C:23]([NH:25]/[C:26](/N1N=CC=C1)=[N:27]/[C:28]([O:30][C:31]([CH3:34])([CH3:33])[CH3:32])=[O:29])=[O:24])([CH3:21])[CH3:20].C(N(CC)CC)C. The catalyst is C(Cl)Cl. The product is [C:31]([O:30][C:28]([N:27]=[C:26]([NH:25][C:23]([O:22][C:19]([CH3:21])([CH3:20])[CH3:18])=[O:24])[NH:14][CH2:13][CH2:12][CH2:11][CH2:10][C@H:9]([NH:8][C:6]([O:5][C:2]([CH3:1])([CH3:3])[CH3:4])=[O:7])[C:15]([OH:17])=[O:16])=[O:29])([CH3:34])([CH3:33])[CH3:32]. The yield is 0.910. (5) The reactants are [O:1]1[CH2:6][CH2:5][CH:4]([C:7]([N:9]2[CH2:14][CH2:13][CH:12]([C:15]3[CH:20]=[CH:19][C:18]([OH:21])=[CH:17][CH:16]=3)[CH2:11][CH2:10]2)=[O:8])[CH2:3][CH2:2]1.Cl[CH2:23][CH2:24][CH2:25][OH:26].C(=O)([O-])[O-].[K+].[K+]. The catalyst is CC(=O)CC. The product is [O:1]1[CH2:6][CH2:5][CH:4]([C:7]([N:9]2[CH2:10][CH2:11][CH:12]([C:15]3[CH:20]=[CH:19][C:18]([O:21][CH2:23][CH2:24][CH2:25][OH:26])=[CH:17][CH:16]=3)[CH2:13][CH2:14]2)=[O:8])[CH2:3][CH2:2]1. The yield is 0.770. (6) The reactants are [OH:1][C:2]1[CH:9]=[CH:8][CH:7]=[CH:6][C:3]=1[CH:4]=O.[S:10]1[CH2:16][C:14](=[O:15])[NH:13][C:11]1=S.[NH:17]1[CH2:21][CH2:20][C@H:19]([OH:22])[CH2:18]1. No catalyst specified. The product is [OH:1][C:2]1[CH:9]=[CH:8][CH:7]=[CH:6][C:3]=1/[CH:4]=[C:16]1/[C:14](=[O:15])[N:13]=[C:11]([N:17]2[CH2:21][CH2:20][C@H:19]([OH:22])[CH2:18]2)[S:10]/1. The yield is 0.660.